From a dataset of NCI-60 drug combinations with 297,098 pairs across 59 cell lines. Regression. Given two drug SMILES strings and cell line genomic features, predict the synergy score measuring deviation from expected non-interaction effect. (1) Drug 1: CCC1(CC2CC(C3=C(CCN(C2)C1)C4=CC=CC=C4N3)(C5=C(C=C6C(=C5)C78CCN9C7C(C=CC9)(C(C(C8N6C=O)(C(=O)OC)O)OC(=O)C)CC)OC)C(=O)OC)O.OS(=O)(=O)O. Drug 2: CC1=C(C(=O)C2=C(C1=O)N3CC4C(C3(C2COC(=O)N)OC)N4)N. Cell line: MALME-3M. Synergy scores: CSS=15.3, Synergy_ZIP=-1.06, Synergy_Bliss=0.449, Synergy_Loewe=-4.02, Synergy_HSA=-1.13. (2) Drug 1: CC1CCC2CC(C(=CC=CC=CC(CC(C(=O)C(C(C(=CC(C(=O)CC(OC(=O)C3CCCCN3C(=O)C(=O)C1(O2)O)C(C)CC4CCC(C(C4)OC)OCCO)C)C)O)OC)C)C)C)OC. Drug 2: CCC1(CC2CC(C3=C(CCN(C2)C1)C4=CC=CC=C4N3)(C5=C(C=C6C(=C5)C78CCN9C7C(C=CC9)(C(C(C8N6C)(C(=O)OC)O)OC(=O)C)CC)OC)C(=O)OC)O.OS(=O)(=O)O. Cell line: DU-145. Synergy scores: CSS=-2.21, Synergy_ZIP=2.21, Synergy_Bliss=0.876, Synergy_Loewe=-1.32, Synergy_HSA=-3.80. (3) Drug 1: CC1CCC2CC(C(=CC=CC=CC(CC(C(=O)C(C(C(=CC(C(=O)CC(OC(=O)C3CCCCN3C(=O)C(=O)C1(O2)O)C(C)CC4CCC(C(C4)OC)OCCO)C)C)O)OC)C)C)C)OC. Drug 2: C1C(C(OC1N2C=NC3=C2NC=NCC3O)CO)O. Cell line: IGROV1. Synergy scores: CSS=1.06, Synergy_ZIP=0.261, Synergy_Bliss=-0.647, Synergy_Loewe=0.120, Synergy_HSA=-1.26. (4) Drug 1: C1CCC(CC1)NC(=O)N(CCCl)N=O. Drug 2: CC1=C(C(=O)C2=C(C1=O)N3CC4C(C3(C2COC(=O)N)OC)N4)N. Cell line: PC-3. Synergy scores: CSS=22.6, Synergy_ZIP=-8.34, Synergy_Bliss=-4.15, Synergy_Loewe=-7.70, Synergy_HSA=-1.31. (5) Drug 1: CN(CCCl)CCCl.Cl. Drug 2: C1C(C(OC1N2C=NC(=NC2=O)N)CO)O. Cell line: DU-145. Synergy scores: CSS=26.3, Synergy_ZIP=-1.51, Synergy_Bliss=3.68, Synergy_Loewe=3.07, Synergy_HSA=6.82. (6) Drug 1: CC12CCC(CC1=CCC3C2CCC4(C3CC=C4C5=CN=CC=C5)C)O. Drug 2: COC1=NC(=NC2=C1N=CN2C3C(C(C(O3)CO)O)O)N. Cell line: DU-145. Synergy scores: CSS=-0.931, Synergy_ZIP=1.29, Synergy_Bliss=1.22, Synergy_Loewe=-3.17, Synergy_HSA=-1.42. (7) Drug 1: CS(=O)(=O)C1=CC(=C(C=C1)C(=O)NC2=CC(=C(C=C2)Cl)C3=CC=CC=N3)Cl. Drug 2: CNC(=O)C1=NC=CC(=C1)OC2=CC=C(C=C2)NC(=O)NC3=CC(=C(C=C3)Cl)C(F)(F)F. Cell line: DU-145. Synergy scores: CSS=16.3, Synergy_ZIP=-8.26, Synergy_Bliss=-9.79, Synergy_Loewe=-23.6, Synergy_HSA=-11.6. (8) Drug 1: C1=CC(=C2C(=C1NCCNCCO)C(=O)C3=C(C=CC(=C3C2=O)O)O)NCCNCCO. Drug 2: CN(CCCl)CCCl.Cl. Cell line: SK-MEL-28. Synergy scores: CSS=35.3, Synergy_ZIP=-2.53, Synergy_Bliss=1.17, Synergy_Loewe=-31.2, Synergy_HSA=-3.28.